This data is from Catalyst prediction with 721,799 reactions and 888 catalyst types from USPTO. The task is: Predict which catalyst facilitates the given reaction. (1) Reactant: C[O:2][C:3](=[O:29])[C:4]1[CH:9]=[CH:8][C:7]([C:10](=[O:28])[C:11]#[C:12][C:13]2[CH:18]=[C:17]([C:19]3[S:20][CH:21]=[CH:22][CH:23]=3)[C:16]([O:24][CH3:25])=[CH:15][C:14]=2[O:26][CH3:27])=[CH:6][CH:5]=1.[OH-].[Na+]. Product: [CH3:27][O:26][C:14]1[CH:15]=[C:16]([O:24][CH3:25])[C:17]([C:19]2[S:20][CH:21]=[CH:22][CH:23]=2)=[CH:18][C:13]=1[C:12]#[C:11][C:10]([C:7]1[CH:6]=[CH:5][C:4]([C:3]([OH:29])=[O:2])=[CH:9][CH:8]=1)=[O:28]. The catalyst class is: 87. (2) Reactant: [CH3:1][O:2][CH:3]([CH3:32])[CH2:4][CH2:5][CH2:6][CH2:7][CH2:8][O:9][C:10]1[CH:31]=[CH:30][C:13]([C:14]([NH:16][NH:17][C:18]([C:20]2[CH:29]=[CH:28][C:23]([C:24]([O:26][CH3:27])=[O:25])=[CH:22][CH:21]=2)=O)=O)=[CH:12][CH:11]=1.P12(SP3(SP(SP(S3)(S1)=S)(=S)S2)=S)=[S:34].[OH-].[Na+]. Product: [CH3:1][O:2][CH:3]([CH3:32])[CH2:4][CH2:5][CH2:6][CH2:7][CH2:8][O:9][C:10]1[CH:31]=[CH:30][C:13]([C:14]2[S:34][C:18]([C:20]3[CH:29]=[CH:28][C:23]([C:24]([O:26][CH3:27])=[O:25])=[CH:22][CH:21]=3)=[N:17][N:16]=2)=[CH:12][CH:11]=1. The catalyst class is: 6. (3) Reactant: Br[C:2]1[N:7]=[C:6]([NH2:8])[CH:5]=[CH:4][CH:3]=1.[F:9][C:10]1[CH:31]=[CH:30][C:13]([O:14][C:15]2[CH:20]=[CH:19][C:18](B3OC(C)(C)C(C)(C)O3)=[CH:17][CH:16]=2)=[CH:12][CH:11]=1.C([O-])([O-])=O.[Na+].[Na+]. Product: [F:9][C:10]1[CH:31]=[CH:30][C:13]([O:14][C:15]2[CH:20]=[CH:19][C:18]([C:2]3[N:7]=[C:6]([NH2:8])[CH:5]=[CH:4][CH:3]=3)=[CH:17][CH:16]=2)=[CH:12][CH:11]=1. The catalyst class is: 75. (4) The catalyst class is: 1. Product: [CH:18]1([NH:21][C:22]([C:24]2[S:37][C:27]3=[N:28][C:29]([O:7][CH2:1][CH2:2][O:3][CH2:4][CH2:5][OH:6])=[C:30]([Cl:33])[C:31]([CH3:32])=[C:26]3[C:25]=2[NH2:38])=[O:23])[CH2:20][CH2:19]1. Reactant: [CH2:1]([OH:7])[CH2:2][O:3][CH2:4][CH2:5][OH:6].C[Si]([N-][Si](C)(C)C)(C)C.[Li+].[CH:18]1([NH:21][C:22]([C:24]2[S:37][C:27]3=[N:28][C:29](S(C)=O)=[C:30]([Cl:33])[C:31]([CH3:32])=[C:26]3[C:25]=2[NH2:38])=[O:23])[CH2:20][CH2:19]1. (5) Reactant: [N:1]([CH:4]([C:7]1[CH:12]=[N:11][CH:10]=[CH:9][N:8]=1)[CH2:5][CH3:6])=[N+]=[N-].C1C=CC(P(C2C=CC=CC=2)C2C=CC=CC=2)=CC=1.CO. Product: [N:8]1[CH:9]=[CH:10][N:11]=[CH:12][C:7]=1[CH:4]([NH2:1])[CH2:5][CH3:6]. The catalyst class is: 20. (6) Reactant: Cl[C:2]([O:4][CH2:5][CH:6]=[CH2:7])=[O:3].[NH2:8][C:9]1[CH:14]=[C:13]([O:15][Si:16]([CH:23]([CH3:25])[CH3:24])([CH:20]([CH3:22])[CH3:21])[CH:17]([CH3:19])[CH3:18])[C:12]([O:26][CH3:27])=[CH:11][C:10]=1[C:28]([N:30]1[CH:34]=[C:33]([CH3:35])[CH2:32][C@H:31]1[CH2:36][O:37][Si:38]([C:41]([CH3:44])([CH3:43])[CH3:42])([CH3:40])[CH3:39])=[O:29].N1C=CC=CC=1.CC(C)=O.C(=O)=O. Product: [Si:38]([O:37][CH2:36][C@@H:31]1[CH2:32][C:33]([CH3:35])=[CH:34][N:30]1[C:28]([C:10]1[CH:11]=[C:12]([O:26][CH3:27])[C:13]([O:15][Si:16]([CH:17]([CH3:19])[CH3:18])([CH:23]([CH3:25])[CH3:24])[CH:20]([CH3:21])[CH3:22])=[CH:14][C:9]=1[NH:8][C:2](=[O:3])[O:4][CH2:5][CH:6]=[CH2:7])=[O:29])([C:41]([CH3:42])([CH3:44])[CH3:43])([CH3:39])[CH3:40]. The catalyst class is: 4. (7) Reactant: [Br:1][C:2]1[CH:11]=[CH:10][C:5]2[NH:6][C:7](=[O:9])[S:8][C:4]=2[CH:3]=1.N([CH2:15][CH2:16][CH2:17][CH2:18][CH2:19][CH3:20])=C=O. Product: [Br:1][C:2]1[CH:11]=[CH:10][C:5]2[NH:6][C:7](=[O:9])[S:8][C:4]=2[CH:3]=1.[CH3:20][CH2:19][CH:18]([C:7]([NH2:6])=[O:9])[CH2:17][CH2:16][CH3:15]. The catalyst class is: 12. (8) Reactant: [S:1]([N:11]1[C:15]2=[N:16][CH:17]=[C:18]([CH:20]=[N:21]O)[CH:19]=[C:14]2[CH:13]=[CH:12]1)([C:4]1[CH:10]=[CH:9][C:7]([CH3:8])=[CH:6][CH:5]=1)(=[O:3])=[O:2].[Cl-].[NH4+]. Product: [S:1]([N:11]1[C:15]2=[N:16][CH:17]=[C:18]([CH2:20][NH2:21])[CH:19]=[C:14]2[CH:13]=[CH:12]1)([C:4]1[CH:10]=[CH:9][C:7]([CH3:8])=[CH:6][CH:5]=1)(=[O:3])=[O:2]. The catalyst class is: 284. (9) Reactant: [CH:1]1([O:4][C:5]2[CH:13]=[CH:12][C:8]([C:9]([OH:11])=O)=[CH:7][C:6]=2[S:14]([N:17]2[CH2:23][CH:22]([OH:24])[CH2:21][O:20][CH2:19][CH2:18]2)(=[O:16])=[O:15])[CH2:3][CH2:2]1.[Cl:25][C:26]1[CH:27]=[C:28]([CH:30]=[CH:31][C:32]=1[F:33])[NH2:29].CN(C(ON1N=NC2C=CC=NC1=2)=[N+](C)C)C.F[P-](F)(F)(F)(F)F.CCN(C(C)C)C(C)C. Product: [Cl:25][C:26]1[CH:27]=[C:28]([NH:29][C:9](=[O:11])[C:8]2[CH:12]=[CH:13][C:5]([O:4][CH:1]3[CH2:3][CH2:2]3)=[C:6]([S:14]([N:17]3[CH2:23][CH:22]([OH:24])[CH2:21][O:20][CH2:19][CH2:18]3)(=[O:15])=[O:16])[CH:7]=2)[CH:30]=[CH:31][C:32]=1[F:33]. The catalyst class is: 18.